From a dataset of Forward reaction prediction with 1.9M reactions from USPTO patents (1976-2016). Predict the product of the given reaction. (1) The product is: [N:24]1([C:20](=[O:22])[CH2:19][CH2:18][CH2:17][CH2:16][NH:15][C:13]([C:11]2[O:10][N:9]=[C:8]([C:5]3[CH:4]=[CH:3][C:2]([F:1])=[CH:7][CH:6]=3)[CH:12]=2)=[O:14])[CH2:27][CH2:26][CH2:25]1. Given the reactants [F:1][C:2]1[CH:7]=[CH:6][C:5]([C:8]2[CH:12]=[C:11]([C:13]([NH:15][CH2:16][CH2:17][CH2:18][CH2:19][C:20]([OH:22])=O)=[O:14])[O:10][N:9]=2)=[CH:4][CH:3]=1.Cl.[NH:24]1[CH2:27][CH2:26][CH2:25]1.ClCCl.CCN(C(C)C)C(C)C, predict the reaction product. (2) Given the reactants [Br:1][C:2]1[CH:3]=[C:4]([CH:8]=[C:9]([C:11]([O:13][CH3:14])=[O:12])[CH:10]=1)[C:5]([OH:7])=O.CN(C(ON1N=NC2C=CC=NC1=2)=[N+](C)C)C.F[P-](F)(F)(F)(F)F.[CH2:39]([NH:42][CH2:43][CH2:44][CH3:45])[CH2:40][CH3:41], predict the reaction product. The product is: [Br:1][C:2]1[CH:10]=[C:9]([CH:8]=[C:4]([C:5](=[O:7])[N:42]([CH2:43][CH2:44][CH3:45])[CH2:39][CH2:40][CH3:41])[CH:3]=1)[C:11]([O:13][CH3:14])=[O:12]. (3) Given the reactants [CH:1]1([NH:4][NH2:5])[CH2:3][CH2:2]1.CN(C)[CH:8]=[CH:9][C:10](=O)[C:11]([O:13][CH2:14][CH3:15])=[O:12], predict the reaction product. The product is: [CH:1]1([N:4]2[C:10]([C:11]([O:13][CH2:14][CH3:15])=[O:12])=[CH:9][CH:8]=[N:5]2)[CH2:3][CH2:2]1. (4) Given the reactants [F:1][C:2]([F:15])([F:14])[CH:3]1[O:8][CH2:7][CH:6]([C:9]([O:11]CC)=[O:10])[CH2:5][CH2:4]1.[OH-].[Na+], predict the reaction product. The product is: [F:14][C:2]([F:1])([F:15])[CH:3]1[O:8][CH2:7][CH:6]([C:9]([OH:11])=[O:10])[CH2:5][CH2:4]1. (5) Given the reactants [OH:1][CH2:2][C:3]1[O:7][N:6]=[C:5]([O:8][CH2:9][C:10]2[N:11]=[C:12]([C:16]3[CH:21]=[CH:20][C:19]([CH2:22][C:23]([O:25][CH2:26][CH3:27])=[O:24])=[CH:18][CH:17]=3)[O:13][C:14]=2[CH3:15])[CH:4]=1.[CH2:28]([C:30]1[S:31][CH:32]=[C:33](/[CH:35]=[CH:36]/[C:37]2[C:38](O)=[N:39][N:40]([C:42]3[CH:47]=[CH:46][CH:45]=[CH:44][CH:43]=3)[CH:41]=2)[N:34]=1)[CH3:29].N(C(N1CCCCC1)=O)=NC(N1CCCCC1)=O.C(P(CCCC)CCCC)CCC, predict the reaction product. The product is: [CH2:28]([C:30]1[S:31][CH:32]=[C:33](/[CH:35]=[CH:36]/[C:37]2[C:38]([O:1][CH2:2][C:3]3[O:7][N:6]=[C:5]([O:8][CH2:9][C:10]4[N:11]=[C:12]([C:16]5[CH:21]=[CH:20][C:19]([CH2:22][C:23]([O:25][CH2:26][CH3:27])=[O:24])=[CH:18][CH:17]=5)[O:13][C:14]=4[CH3:15])[CH:4]=3)=[N:39][N:40]([C:42]3[CH:47]=[CH:46][CH:45]=[CH:44][CH:43]=3)[CH:41]=2)[N:34]=1)[CH3:29]. (6) Given the reactants C([O:3][C:4]([C:6]1[CH:7]=[N:8][O:9][C:10]=1[C:11]1[CH:16]=[CH:15][CH:14]=[CH:13][C:12]=1[C:17]([F:20])([F:19])[F:18])=[O:5])C.Cl, predict the reaction product. The product is: [F:19][C:17]([F:18])([F:20])[C:12]1[CH:13]=[CH:14][CH:15]=[CH:16][C:11]=1[C:10]1[O:9][N:8]=[CH:7][C:6]=1[C:4]([OH:5])=[O:3]. (7) Given the reactants Br[C:2]1[CH:23]=[CH:22][C:5]([C:6]([NH:8][S:9]([C:12]2[CH:17]=[CH:16][CH:15]=[CH:14][C:13]=2[S:18](=[O:21])(=[O:20])[NH2:19])(=[O:11])=[O:10])=[O:7])=[CH:4][C:3]=1[O:24][CH3:25].[CH3:26][O:27][C:28]([CH3:32])([CH3:31])[C:29]#[CH:30], predict the reaction product. The product is: [CH3:25][O:24][C:3]1[CH:4]=[C:5]([CH:22]=[CH:23][C:2]=1[C:30]#[C:29][C:28]([O:27][CH3:26])([CH3:32])[CH3:31])[C:6]([NH:8][S:9]([C:12]1[CH:17]=[CH:16][CH:15]=[CH:14][C:13]=1[S:18](=[O:21])(=[O:20])[NH2:19])(=[O:11])=[O:10])=[O:7]. (8) The product is: [NH2:11][C:8]1[S:9][CH:10]=[C:6]([CH2:5][O:4][CH2:3][O:2][CH3:1])[C:7]=1[S:14]([NH2:17])(=[O:15])=[O:16]. Given the reactants [CH3:1][O:2][CH2:3][O:4][CH2:5][C:6]1[C:7]([S:14]([NH2:17])(=[O:16])=[O:15])=[C:8]([N+:11]([O-])=O)[S:9][CH:10]=1, predict the reaction product. (9) The product is: [CH3:34][O:33][C:29]1[S:28][C:27]2=[N:26][C:25]([C:23]3[O:24][C:20]4[CH:19]=[C:18]([O:35][CH3:36])[CH:17]=[C:16]([O:15][CH2:14][C:12]5[N:13]=[C:9]([C:5]6([F:44])[CH2:6][CH2:7][C:2]([F:37])([F:1])[CH2:3][CH2:4]6)[S:10][CH:11]=5)[C:21]=4[CH:22]=3)=[CH:32][N:31]2[N:30]=1. Given the reactants [F:1][C:2]1([F:37])[CH2:7][CH2:6][C:5]([C:9]2[S:10][CH:11]=[C:12]([CH2:14][O:15][C:16]3[C:21]4[CH:22]=[C:23]([C:25]5[N:26]=[C:27]6[N:31]([CH:32]=5)[N:30]=[C:29]([O:33][CH3:34])[S:28]6)[O:24][C:20]=4[CH:19]=[C:18]([O:35][CH3:36])[CH:17]=3)[N:13]=2)(O)[CH2:4][CH2:3]1.CCN(S(F)(F)[F:44])CC, predict the reaction product.